From a dataset of Full USPTO retrosynthesis dataset with 1.9M reactions from patents (1976-2016). Predict the reactants needed to synthesize the given product. (1) Given the product [Cl:8][C:6]1[N:7]=[C:2]([NH:31][CH2:30][C:29]2[CH:32]=[CH:33][C:34]([O:36][CH3:37])=[CH:35][C:28]=2[O:27][CH3:26])[C:3](=[O:25])[N:4]([CH:9]2[CH2:14][CH2:13][CH2:12][N:11]([C:15]([O:17][CH2:18][C:19]3[CH:24]=[CH:23][CH:22]=[CH:21][CH:20]=3)=[O:16])[CH2:10]2)[CH:5]=1, predict the reactants needed to synthesize it. The reactants are: Cl[C:2]1[C:3](=[O:25])[N:4]([CH:9]2[CH2:14][CH2:13][CH2:12][N:11]([C:15]([O:17][CH2:18][C:19]3[CH:24]=[CH:23][CH:22]=[CH:21][CH:20]=3)=[O:16])[CH2:10]2)[CH:5]=[C:6]([Cl:8])[N:7]=1.[CH3:26][O:27][C:28]1[CH:35]=[C:34]([O:36][CH3:37])[CH:33]=[CH:32][C:29]=1[CH2:30][NH2:31].C(OCC)(=O)C. (2) Given the product [CH3:28][O:21][CH:15]1[CH2:16][C:17]2[C:12]([CH3:22])([CH:11]3[CH:20]([CH2:19][CH:18]=2)[CH:7]2[CH2:6][CH2:5][CH:4]4[CH:3]([CH3:24])[N:2]([CH3:1])[CH2:23][C:8]24[CH2:9][CH2:10]3)[CH2:13][CH2:14]1, predict the reactants needed to synthesize it. The reactants are: [CH3:1][N:2]1[CH2:23][C:8]23[CH2:9][CH2:10][CH:11]4[CH:20]([CH:7]2[CH2:6][CH2:5][CH:4]3[CH:3]1[CH3:24])[CH2:19][CH:18]=[C:17]1[C:12]4([CH3:22])[CH2:13][CH2:14][CH:15]([OH:21])[CH2:16]1.[H-].[Na+].I[CH3:28]. (3) Given the product [Br:22][C:23]1[C:29]([Cl:30])=[CH:28][C:26]([NH:27][C:11]2[N:10]([CH2:13][C:14]3[CH:19]=[CH:18][C:17]([O:20][CH3:21])=[CH:16][CH:15]=3)[N:9]=[CH:8][N:12]=2)=[CH:25][C:24]=1[Cl:31], predict the reactants needed to synthesize it. The reactants are: CC([O-])(C)C.[Na+].Br[C:8]1[N:12]=[CH:11][N:10]([CH2:13][C:14]2[CH:19]=[CH:18][C:17]([O:20][CH3:21])=[CH:16][CH:15]=2)[N:9]=1.[Br:22][C:23]1[C:29]([Cl:30])=[CH:28][C:26]([NH2:27])=[CH:25][C:24]=1[Cl:31]. (4) Given the product [NH2:1][CH2:2][CH:3]([CH2:7][CH:8]([CH3:10])[CH3:9])[C:4]([O:6][C:17]([CH3:19])([CH3:18])[CH3:16])=[O:5], predict the reactants needed to synthesize it. The reactants are: [NH2:1][CH2:2][CH:3]([CH2:7][CH:8]([CH3:10])[CH3:9])[C:4]([OH:6])=[O:5].OS(O)(=O)=O.[CH3:16][C:17]([CH3:19])=[CH2:18].[OH-].[Na+]. (5) The reactants are: [CH:1]1([CH2:4][C@:5]([OH:17])([CH3:16])[C:6]([O:8]CC2C=CC=CC=2)=[O:7])[CH2:3][CH2:2]1. Given the product [CH:1]1([CH2:4][C@:5]([OH:17])([CH3:16])[C:6]([OH:8])=[O:7])[CH2:3][CH2:2]1, predict the reactants needed to synthesize it. (6) Given the product [CH3:30][O:29][CH2:28][CH2:27][O:26][C:23]1[CH:24]=[C:25]2[C:16]([NH:15][C:11]3[CH:12]=[CH:13][CH:14]=[C:9]([C:7]#[CH:8])[CH:10]=3)=[N:17][CH:18]=[N:19][C:20]2=[CH:21][C:22]=1[O:31][CH2:32][CH2:33][O:34][CH3:35].[ClH:36], predict the reactants needed to synthesize it. The reactants are: C(O)CCCC.[C:7]([C:9]1[CH:10]=[C:11]([NH:15][C:16]2[C:25]3[C:20](=[CH:21][C:22]([O:31][CH2:32][CH2:33][O:34][CH3:35])=[C:23]([O:26][CH2:27][CH2:28][O:29][CH3:30])[CH:24]=3)[N:19]=[CH:18][N:17]=2)[CH:12]=[CH:13][CH:14]=1)#[CH:8].[ClH:36]. (7) Given the product [C:1]([N:4]1[C:13]2[C:8](=[CH:9][C:10]([NH:14][C:24](=[O:27])[CH:25]=[CH2:26])=[CH:11][CH:12]=2)[C:7]([C:16]2[CH:21]=[CH:20][CH:19]=[CH:18][CH:17]=2)([CH3:15])[CH2:6][C:5]1([CH3:23])[CH3:22])(=[O:3])[CH3:2], predict the reactants needed to synthesize it. The reactants are: [C:1]([N:4]1[C:13]2[C:8](=[CH:9][C:10]([NH2:14])=[CH:11][CH:12]=2)[C:7]([C:16]2[CH:21]=[CH:20][CH:19]=[CH:18][CH:17]=2)([CH3:15])[CH2:6][C:5]1([CH3:23])[CH3:22])(=[O:3])[CH3:2].[C:24](Cl)(=[O:27])[CH:25]=[CH2:26].C(N(CC)C(C)C)(C)C.